Predict the reaction yield, written as a fraction of the theoretical maximum amount of product (1.0 means a 100% yield; for example, 0.34 means a 34% yield). From a dataset of Reaction yield outcomes from USPTO patents with 853,638 reactions. The reactants are [NH2:1][C:2]1[C:7]([CH2:8][OH:9])=[CH:6][C:5]([Br:10])=[CH:4][N:3]=1.[C:11](=O)(OC)[O:12]C.C[O-].[Na+]. The catalyst is CO. The product is [Br:10][C:5]1[CH:4]=[N:3][C:2]2[NH:1][C:11](=[O:12])[O:9][CH2:8][C:7]=2[CH:6]=1. The yield is 0.510.